Dataset: Forward reaction prediction with 1.9M reactions from USPTO patents (1976-2016). Task: Predict the product of the given reaction. (1) The product is: [Br:1][C:2]1[CH:3]=[C:4]([N:9]2[CH2:17][CH2:16][O:15][CH2:14][CH2:13]2)[C:5]([Cl:8])=[N:6][CH:7]=1. Given the reactants [Br:1][C:2]1[CH:3]=[C:4]([NH2:9])[C:5]([Cl:8])=[N:6][CH:7]=1.[H-].[Na+].Br[CH2:13][CH2:14][O:15][CH2:16][CH2:17]Br, predict the reaction product. (2) Given the reactants [Mn]([O-])(=O)(=O)=O.[K+].[Br:7][C:8]1[CH:9]=[C:10]([CH:20]=[O:21])[N:11]([C:13]2[C:18]([Cl:19])=[CH:17][CH:16]=[CH:15][N:14]=2)[CH:12]=1.CC(C)=[O:24].[OH-].[Na+], predict the reaction product. The product is: [Br:7][C:8]1[CH:9]=[C:10]([C:20]([OH:24])=[O:21])[N:11]([C:13]2[C:18]([Cl:19])=[CH:17][CH:16]=[CH:15][N:14]=2)[CH:12]=1. (3) Given the reactants [C:1]([OH:7])([C:3]([F:6])([F:5])[F:4])=[O:2].[CH:8]1([N:11]2[C:15]3[C:16]([O:32][C@@H:33]([C@H:35]4[CH2:39][NH:38][C:37](=[O:40])[CH2:36]4)[CH3:34])=[CH:17][C:18]([C:20]4[CH:25]=[CH:24][C:23]([N:26]5[CH2:31][CH2:30][NH:29][CH2:28][CH2:27]5)=[CH:22][N:21]=4)=[CH:19][C:14]=3[N:13]=[CH:12]2)[CH2:10][CH2:9]1.[CH3:41][S:42](O[S:42]([CH3:41])(=[O:44])=[O:43])(=[O:44])=[O:43], predict the reaction product. The product is: [CH:8]1([N:11]2[C:15]3[C:16]([O:32][C@@H:33]([C@H:35]4[CH2:39][NH:38][C:37](=[O:40])[CH2:36]4)[CH3:34])=[CH:17][C:18]([C:20]4[CH:25]=[CH:24][C:23]([N:26]5[CH2:27][CH2:28][N:29]([S:42]([CH3:41])(=[O:44])=[O:43])[CH2:30][CH2:31]5)=[CH:22][N:21]=4)=[CH:19][C:14]=3[N:13]=[CH:12]2)[CH2:9][CH2:10]1.[C:1]([OH:7])([C:3]([F:6])([F:5])[F:4])=[O:2]. (4) The product is: [C:1]([C:5]1[CH:14]=[C:13]2[C:8]([CH:9]=[C:10]([C:15]([OH:17])=[O:16])[CH:11]=[N:12]2)=[CH:7][CH:6]=1)([CH3:4])([CH3:2])[CH3:3]. Given the reactants [C:1]([C:5]1[CH:14]=[C:13]2[C:8]([CH:9]=[C:10]([C:15]([O:17]CC)=[O:16])[CH:11]=[N:12]2)=[CH:7][CH:6]=1)([CH3:4])([CH3:3])[CH3:2].[OH-].[Na+], predict the reaction product.